Dataset: Forward reaction prediction with 1.9M reactions from USPTO patents (1976-2016). Task: Predict the product of the given reaction. (1) Given the reactants [H-].[Na+].[C:3]1([OH:9])[CH:8]=[CH:7][CH:6]=[CH:5][CH:4]=1.[F:10][C:11]1[CH:16]=[CH:15][C:14]([N+:17]([O-:19])=[O:18])=[C:13](F)[C:12]=1[F:21], predict the reaction product. The product is: [F:10][C:11]1[CH:16]=[CH:15][C:14]([N+:17]([O-:19])=[O:18])=[C:13]([O:9][C:3]2[CH:8]=[CH:7][CH:6]=[CH:5][CH:4]=2)[C:12]=1[F:21]. (2) Given the reactants [Cl:1][C:2]1[CH:3]=[C:4]([N:12]=[C:13]2[N:18]([CH3:19])[C:17](=[O:20])[N:16]([CH2:21][C@@H:22]([C:24]([O:26][CH3:27])=[O:25])[CH3:23])[C:15](=[O:28])[NH:14]2)[CH:5]=[CH:6][C:7]=1[O:8][CH:9]([CH3:11])[CH3:10].[CH3:29][O:30][C:31]1[CH:38]=[CH:37][C:34]([CH2:35]Cl)=[CH:33][CH:32]=1.CN(C=O)C.C(=O)([O-])[O-].[K+].[K+], predict the reaction product. The product is: [Cl:1][C:2]1[CH:3]=[C:4]([N:12]=[C:13]2[N:14]([CH2:35][C:34]3[CH:37]=[CH:38][C:31]([O:30][CH3:29])=[CH:32][CH:33]=3)[C:15](=[O:28])[N:16]([CH2:21][C@@H:22]([C:24]([O:26][CH3:27])=[O:25])[CH3:23])[C:17](=[O:20])[N:18]2[CH3:19])[CH:5]=[CH:6][C:7]=1[O:8][CH:9]([CH3:10])[CH3:11]. (3) Given the reactants [Li]CCCC.Br[C:7]1[N:8]([CH2:14][O:15][CH2:16][CH2:17][Si:18]([CH3:21])([CH3:20])[CH3:19])[C:9]([Cl:13])=[C:10]([Cl:12])[N:11]=1.[CH2:22]=[O:23], predict the reaction product. The product is: [Cl:12][C:10]1[N:11]=[C:7]([CH2:22][OH:23])[N:8]([CH2:14][O:15][CH2:16][CH2:17][Si:18]([CH3:21])([CH3:20])[CH3:19])[C:9]=1[Cl:13]. (4) Given the reactants Cl[C:2]1[CH:7]=[N:6][CH:5]=[C:4]([Cl:8])[N:3]=1.[NH2:9][C:10]1[CH:18]=[CH:17][C:13]([C:14]([OH:16])=[O:15])=[CH:12][C:11]=1[O:19][CH3:20].CC([O-])(C)C.[Na+].CC1(C)C2C(=C(P(C3C=CC=CC=3)C3C=CC=CC=3)C=CC=2)OC2C(P(C3C=CC=CC=3)C3C=CC=CC=3)=CC=CC1=2, predict the reaction product. The product is: [Cl:8][C:4]1[N:3]=[C:2]([NH:9][C:10]2[CH:18]=[CH:17][C:13]([C:14]([OH:16])=[O:15])=[CH:12][C:11]=2[O:19][CH3:20])[CH:7]=[N:6][CH:5]=1. (5) Given the reactants C[O:2][C:3]1[CH:8]=[CH:7][C:6]([C:9]2[S:10][C:11]3[C:12](=[C:14]([C:18]([NH2:20])=[O:19])[CH:15]=[CH:16][CH:17]=3)[N:13]=2)=[CH:5][CH:4]=1.B(Br)(Br)Br.Cl, predict the reaction product. The product is: [OH:2][C:3]1[CH:4]=[CH:5][C:6]([C:9]2[S:10][C:11]3[C:12](=[C:14]([C:18]([NH2:20])=[O:19])[CH:15]=[CH:16][CH:17]=3)[N:13]=2)=[CH:7][CH:8]=1. (6) Given the reactants [CH:1]1([C:7]2[CH:8]=[C:9]([C:19]([OH:21])=O)[CH:10]=[N:11][C:12]=2[O:13][CH2:14][C:15]([F:18])([F:17])[F:16])[CH2:6][CH2:5][CH2:4][CH2:3][CH2:2]1.[CH3:22][O:23][CH2:24][C@@H:25]1[CH2:29][CH2:28][CH2:27][N:26]1[NH2:30], predict the reaction product. The product is: [CH:1]1([C:7]2[CH:8]=[C:9]([C:19]([NH:30][N:26]3[CH2:27][CH2:28][CH2:29][C@H:25]3[CH2:24][O:23][CH3:22])=[O:21])[CH:10]=[N:11][C:12]=2[O:13][CH2:14][C:15]([F:17])([F:16])[F:18])[CH2:6][CH2:5][CH2:4][CH2:3][CH2:2]1. (7) The product is: [CH2:42]([O:23][CH:21]([CH3:22])[CH2:20][CH2:19][C:18]1[O:31][C:14]2[C:15]3[CH:7]([CH2:6][CH2:5][NH:4][C:1](=[O:3])[CH3:2])[CH2:8][CH2:9][C:10]=3[CH:11]=[CH:12][C:13]=2[N:17]=1)[C:32]1[CH:37]=[CH:36][CH:35]=[CH:34][CH:33]=1. Given the reactants [C:1]([NH:4][CH2:5][CH2:6][CH:7]1[C:15]2[C:10](=[CH:11][CH:12]=[C:13]([NH:17][C:18](=[O:31])[CH2:19][CH2:20][CH:21]([O:23]CC3C=CC=CC=3)[CH3:22])[C:14]=2O)[CH2:9][CH2:8]1)(=[O:3])[CH3:2].[C:32]1([CH3:42])[CH:37]=[CH:36][C:35](S([O-])(=O)=O)=[CH:34][CH:33]=1.[NH+]1C=CC=CC=1, predict the reaction product. (8) Given the reactants [C:1]([C:3]1[C:4]([C:29]2[CH:34]=[CH:33][C:32]([O:35][C:36]3[CH:41]=[CH:40][C:39]([F:42])=[CH:38][CH:37]=3)=[CH:31][CH:30]=2)=[N:5][N:6]2[CH:11]([C:12]3[CH:17]=[CH:16][CH:15]=[CH:14][C:13]=3[NH:18][C:19](=[O:28])[O:20][CH2:21][C:22]3[CH:27]=[CH:26][CH:25]=[CH:24][CH:23]=3)[CH2:10][CH2:9][NH:8][C:7]=12)#[N:2].ClCCC(NC1C=C(C2N3N=C(C4C=CC(OC5C=CC=CC=5)=CC=4)C(C(N)=O)=C3NCC2)C=CC=1)=[O:47], predict the reaction product. The product is: [C:1]([C:3]1[C:4]([C:29]2[CH:34]=[CH:33][C:32]([O:35][C:36]3[CH:37]=[CH:38][C:39]([F:42])=[CH:40][CH:41]=3)=[CH:31][CH:30]=2)=[N:5][N:6]2[CH:11]([C:12]3[CH:17]=[CH:16][CH:15]=[CH:14][C:13]=3[NH:18][C:19](=[O:28])[O:20][CH2:21][C:22]3[CH:27]=[CH:26][CH:25]=[CH:24][CH:23]=3)[CH2:10][CH2:9][NH:8][C:7]=12)(=[O:47])[NH2:2]. (9) Given the reactants [OH:1][C:2]1[CH:7]=[C:6]([Cl:8])[CH:5]=[CH:4][C:3]=1[C:9](=[O:21])[CH:10]=[CH:11][C:12]1[CH:17]=[C:16]([CH3:18])[C:15]([OH:19])=[C:14]([CH3:20])[CH:13]=1.II, predict the reaction product. The product is: [CH3:20][C:14]1[CH:13]=[C:12]([C:11]2[O:1][C:2]3[CH:7]=[C:6]([Cl:8])[CH:5]=[CH:4][C:3]=3[C:9](=[O:21])[CH:10]=2)[CH:17]=[C:16]([CH3:18])[C:15]=1[OH:19].